From a dataset of Reaction yield outcomes from USPTO patents with 853,638 reactions. Predict the reaction yield, written as a fraction of the theoretical maximum amount of product (1.0 means a 100% yield; for example, 0.34 means a 34% yield). (1) The reactants are Cl[C:2]1[N:7]=[C:6]([NH:8][C:9]2[N:14]=[CH:13][C:12]3[N:15]=[C:16]([CH3:21])[N:17]([CH:18]([CH3:20])[CH3:19])[C:11]=3[CH:10]=2)[CH:5]=[CH:4][N:3]=1.[S:22]1[CH:26]=[CH:25][N:24]=[C:23]1[CH2:27][OH:28].[O-]P([O-])([O-])=O.[K+].[K+].[K+].C(P(C12CC3CC(CC(C3)C1)C2)C12CC3CC(CC(C3)C1)C2)CCC. The catalyst is O.C([O-])(=O)C.[Pd+2].C([O-])(=O)C.CN1CCCC1=O. The product is [CH:18]([N:17]1[C:11]2[CH:10]=[C:9]([NH:8][C:6]3[CH:5]=[CH:4][N:3]=[C:2]([C:26]4[S:22][C:23]([CH2:27][OH:28])=[N:24][CH:25]=4)[N:7]=3)[N:14]=[CH:13][C:12]=2[N:15]=[C:16]1[CH3:21])([CH3:20])[CH3:19]. The yield is 0.220. (2) The reactants are [N:1]([C@H:4]1[CH2:12][N:11]2[C@H:6]([CH2:7][C:8](OC)([O:13]C)[CH2:9][CH2:10]2)[CH2:5]1)=[N+:2]=[N-:3]. The catalyst is Cl.O1CCOCC1. The product is [N:1]([C@H:4]1[CH2:12][N:11]2[C@H:6]([CH2:7][C:8](=[O:13])[CH2:9][CH2:10]2)[CH2:5]1)=[N+:2]=[N-:3]. The yield is 0.970. (3) The reactants are [NH2:1][C:2]1[N:7]=[C:6]([CH3:8])[C:5](Br)=[CH:4][CH:3]=1.[CH3:10][Si:11]([C:14]#[CH:15])([CH3:13])[CH3:12].O1CCOCC1.O. The catalyst is [Cu]I.C1C=CC(P(C2C=CC=CC=2)C2C=CC=CC=2)=CC=1.C1C=CC(P(C2C=CC=CC=2)C2C=CC=CC=2)=CC=1.Cl[Pd]Cl.C(OCC)(=O)C. The product is [CH3:8][C:6]1[N:7]=[C:2]([NH2:1])[CH:3]=[CH:4][C:5]=1[C:15]#[C:14][Si:11]([CH3:13])([CH3:12])[CH3:10]. The yield is 0.570. (4) The reactants are [O:1]1[C:5]2[CH:6]=[CH:7][C:8]([OH:10])=[CH:9][C:4]=2[O:3][CH2:2]1.C([Mg]Cl)(C)C.[CH:16]1([CH2:19][CH2:20][N:21]2[C:29]3[C:24](=[CH:25][CH:26]=[CH:27][CH:28]=3)[C:23](=[O:30])[C:22]2=[O:31])[CH2:18][CH2:17]1. The catalyst is C1COCC1.ClCCl. The product is [CH:16]1([CH2:19][CH2:20][N:21]2[C:29]3[C:24](=[CH:25][CH:26]=[CH:27][CH:28]=3)[C:23]([OH:30])([C:7]3[C:8]([OH:10])=[CH:9][C:4]4[O:3][CH2:2][O:1][C:5]=4[CH:6]=3)[C:22]2=[O:31])[CH2:18][CH2:17]1. The yield is 0.760. (5) The reactants are Cl[CH2:2][C:3]1[CH:7]=[C:6]([C:8]2[CH:13]=[CH:12][CH:11]=[CH:10][CH:9]=2)[O:5][N:4]=1.[OH:14][C:15]1[CH:41]=[CH:40][C:18]([C:19]([C:21]2[CH:37]=[CH:36][C:35]([O:38][CH3:39])=[CH:34][C:22]=2[O:23][C:24]([CH3:33])([CH3:32])[C:25]([O:27]C(C)(C)C)=[O:26])=[O:20])=[CH:17][CH:16]=1.C(=O)([O-])[O-].[K+].[K+].CN(C)C=O. The catalyst is O. The product is [CH3:39][O:38][C:35]1[CH:36]=[CH:37][C:21]([C:19](=[O:20])[C:18]2[CH:17]=[CH:16][C:15]([O:14][CH2:2][C:3]3[CH:7]=[C:6]([C:8]4[CH:13]=[CH:12][CH:11]=[CH:10][CH:9]=4)[O:5][N:4]=3)=[CH:41][CH:40]=2)=[C:22]([CH:34]=1)[O:23][C:24]([CH3:33])([CH3:32])[C:25]([OH:27])=[O:26]. The yield is 0.620.